From a dataset of Reaction yield outcomes from USPTO patents with 853,638 reactions. Predict the reaction yield, written as a fraction of the theoretical maximum amount of product (1.0 means a 100% yield; for example, 0.34 means a 34% yield). (1) The reactants are [OH:1][CH2:2][CH2:3][C:4]1[CH:9]=[CH:8][C:7]([OH:10])=[CH:6][CH:5]=1.[Cl:11][C:12]1[N:13]=[N:14][C:15](Cl)=[CH:16][CH:17]=1.C([O-])([O-])=O.[K+].[K+]. The catalyst is CN(C=O)C. The product is [Cl:11][C:12]1[N:13]=[N:14][C:15]([O:10][C:7]2[CH:8]=[CH:9][C:4]([CH2:3][CH2:2][OH:1])=[CH:5][CH:6]=2)=[CH:16][CH:17]=1. The yield is 0.566. (2) The reactants are [F:1][C:2]([F:22])([F:21])[S:3]([NH:6][C:7]1[CH:12]=[C:11]([N+:13]([O-])=O)[CH:10]=[C:9]([C:16]2[CH:20]=[CH:19][O:18][CH:17]=2)[CH:8]=1)(=[O:5])=[O:4].[H][H].[CH3:25][O:26][C:27]1[N:32]=[C:31]([O:33][CH3:34])[C:30]([C:35]2[CH:44]=[C:43]3[C:38]([C:39](Cl)=[C:40]([C:45]([NH2:47])=[O:46])[CH:41]=[N:42]3)=[CH:37][CH:36]=2)=[CH:29][N:28]=1. The catalyst is C(O)(=O)C.[Pd]. The product is [CH3:25][O:26][C:27]1[N:32]=[C:31]([O:33][CH3:34])[C:30]([C:35]2[CH:44]=[C:43]3[C:38]([C:39]([NH:13][C:11]4[CH:12]=[C:7]([NH:6][S:3]([C:2]([F:22])([F:21])[F:1])(=[O:5])=[O:4])[CH:8]=[C:9]([C:16]5[CH:20]=[CH:19][O:18][CH:17]=5)[CH:10]=4)=[C:40]([C:45]([NH2:47])=[O:46])[CH:41]=[N:42]3)=[CH:37][CH:36]=2)=[CH:29][N:28]=1. The yield is 0.526. (3) The reactants are C[C@@H]1CO[C@@]2([O:9][C@H:8]3[CH2:10][C@H:11]4[C@@H:16]5[CH2:17][CH2:18][C@@H:19]6[CH2:24][C@@H:23]([OH:25])[CH2:22][CH2:21][C@:20]6([CH3:26])[C@H:15]5[CH2:14][CH2:13][C@:12]4([CH3:27])[C@H:7]3[C@@H:6]2[CH3:28])CC1.OO. The catalyst is C(O)(=O)C.C(OC(=O)C)(=O)C. The product is [OH:25][C@H:23]1[CH2:22][CH2:21][C@@:20]2([CH3:26])[C@H:19]([CH2:18][CH2:17][C@@H:16]3[C@@H:15]2[CH2:14][CH2:13][C@@:12]2([CH3:27])[C@H:11]3[CH2:28][CH:6]=[C:7]2[C:8](=[O:9])[CH3:10])[CH2:24]1. The yield is 0.840. (4) The reactants are [C:1]1([C:7]#[C:8][C:9]2[CH:17]=[CH:16][C:12]([C:13]([OH:15])=O)=[CH:11][CH:10]=2)[CH:6]=[CH:5][CH:4]=[CH:3][CH:2]=1.S(Cl)(Cl)=O.[NH2:22][C:23]1[CH:28]=[CH:27][CH:26]=[CH:25][C:24]=1[S:29]([NH2:32])(=[O:31])=[O:30]. The catalyst is C1C=CC=CC=1. The product is [C:1]1([C:7]#[C:8][C:9]2[CH:10]=[CH:11][C:12]([C:13]([NH:22][C:23]3[CH:28]=[CH:27][CH:26]=[CH:25][C:24]=3[S:29](=[O:31])(=[O:30])[NH2:32])=[O:15])=[CH:16][CH:17]=2)[CH:2]=[CH:3][CH:4]=[CH:5][CH:6]=1. The yield is 0.787. (5) The reactants are Br[C:2]1[C:3](=[O:10])[N:4]([CH3:9])[CH:5]=[C:6]([Br:8])[CH:7]=1.[CH2:11]([C:13]1[NH:17][N:16]=[C:15]([NH2:18])[CH:14]=1)[CH3:12].CC1(C)C2C=CC=C(P(C3C=CC=CC=3)C3C=CC=CC=3)C=2OC2C1=CC=CC=2P(C1C=CC=CC=1)C1C=CC=CC=1.C([O-])([O-])=O.[Cs+].[Cs+]. The catalyst is C1C=CC(/C=C/C(/C=C/C2C=CC=CC=2)=O)=CC=1.C1C=CC(/C=C/C(/C=C/C2C=CC=CC=2)=O)=CC=1.C1C=CC(/C=C/C(/C=C/C2C=CC=CC=2)=O)=CC=1.[Pd].[Pd].O1CCOCC1. The product is [Br:8][C:6]1[CH:7]=[C:2]([NH:18][C:15]2[CH:14]=[C:13]([CH2:11][CH3:12])[NH:17][N:16]=2)[C:3](=[O:10])[N:4]([CH3:9])[CH:5]=1. The yield is 0.420. (6) The catalyst is CO.O1CCCC1.[Pd]. The reactants are [C:1]([C:3]1[CH:4]=[C:5]([CH:35]([CH3:37])[CH3:36])[C:6]2[O:10][C:9]([C:11]3[CH:33]=[CH:32][C:14]([C:15]([NH:17][CH2:18][CH:19]4[CH2:24][CH2:23][C:22]([C:25]5[CH:30]=[CH:29][C:28]([F:31])=[CH:27][CH:26]=5)=[CH:21][CH2:20]4)=[O:16])=[CH:13][CH:12]=3)=[N:8][C:7]=2[CH:34]=1)#[N:2]. The yield is 0.395. The product is [C:1]([C:3]1[CH:4]=[C:5]([CH:35]([CH3:37])[CH3:36])[C:6]2[O:10][C:9]([C:11]3[CH:12]=[CH:13][C:14]([C:15]([NH:17][CH2:18][C@H:19]4[CH2:24][CH2:23][C@H:22]([C:25]5[CH:26]=[CH:27][C:28]([F:31])=[CH:29][CH:30]=5)[CH2:21][CH2:20]4)=[O:16])=[CH:32][CH:33]=3)=[N:8][C:7]=2[CH:34]=1)#[N:2].[C:1]([C:3]1[CH:4]=[C:5]([CH:35]([CH3:37])[CH3:36])[C:6]2[O:10][C:9]([C:11]3[CH:12]=[CH:13][C:14]([C:15]([NH:17][CH2:18][C@H:19]4[CH2:24][CH2:23][C@@H:22]([C:25]5[CH:26]=[CH:27][C:28]([F:31])=[CH:29][CH:30]=5)[CH2:21][CH2:20]4)=[O:16])=[CH:32][CH:33]=3)=[N:8][C:7]=2[CH:34]=1)#[N:2].